This data is from Forward reaction prediction with 1.9M reactions from USPTO patents (1976-2016). The task is: Predict the product of the given reaction. (1) Given the reactants [F:1][C:2]([F:34])([F:33])[C:3]1[CH:32]=[CH:31][C:6]([CH2:7][O:8][C:9]([N:11]2[CH2:16][CH2:15][CH2:14][CH:13]([C:17]3[CH:22]=[CH:21][C:20]([CH3:23])=[C:19]([O:24][CH2:25][C:26]([O:28]CC)=[O:27])[CH:18]=3)[CH2:12]2)=[O:10])=[CH:5][CH:4]=1.C(=O)([O-])[O-].[K+].[K+].CO, predict the reaction product. The product is: [F:33][C:2]([F:1])([F:34])[C:3]1[CH:32]=[CH:31][C:6]([CH2:7][O:8][C:9]([N:11]2[CH2:16][CH2:15][CH2:14][C@@H:13]([C:17]3[CH:22]=[CH:21][C:20]([CH3:23])=[C:19]([O:24][CH2:25][C:26]([OH:28])=[O:27])[CH:18]=3)[CH2:12]2)=[O:10])=[CH:5][CH:4]=1. (2) Given the reactants Cl.[CH:2]([C:5]1[CH:6]=[C:7]([C@@H:11]([NH2:13])[CH3:12])[CH:8]=[CH:9][CH:10]=1)([CH3:4])[CH3:3].[Cl:14][C:15]1[CH:16]=[C:17]([CH:33]=[CH:34][C:35]=1[O:36][C@@H:37]([CH3:42])[C:38]([O:40][CH3:41])=[O:39])[CH2:18][N:19]1[C:27]2[C:22](=[CH:23][C:24]([C:28](O)=[O:29])=[CH:25][CH:26]=2)[C:21]([CH3:31])=[C:20]1[CH3:32], predict the reaction product. The product is: [Cl:14][C:15]1[CH:16]=[C:17]([CH2:18][N:19]2[C:27]3[C:22](=[CH:23][C:24]([C:28](=[O:29])[NH:13][C@H:11]([C:7]4[CH:8]=[CH:9][CH:10]=[C:5]([CH:2]([CH3:4])[CH3:3])[CH:6]=4)[CH3:12])=[CH:25][CH:26]=3)[C:21]([CH3:31])=[C:20]2[CH3:32])[CH:33]=[CH:34][C:35]=1[O:36][C@@H:37]([CH3:42])[C:38]([O:40][CH3:41])=[O:39]. (3) The product is: [NH:19]1[C:23]2[CH:24]=[CH:25][CH:26]=[CH:27][C:22]=2[N:21]=[C:20]1[CH2:28][N:29]([CH2:10][C:6]1[C:5]2[O:1][CH2:2][CH2:3][C:4]=2[CH:9]=[CH:8][CH:7]=1)[CH:30]1[C:39]2[N:38]=[CH:37][CH:36]=[CH:35][C:34]=2[CH2:33][CH2:32][CH2:31]1. Given the reactants [O:1]1[C:5]2[C:6]([CH:10]=O)=[CH:7][CH:8]=[CH:9][C:4]=2[CH2:3][CH2:2]1.C(OC([N:19]1[C:23]2[CH:24]=[CH:25][CH:26]=[CH:27][C:22]=2[N:21]=[C:20]1[CH2:28][NH:29][CH:30]1[C:39]2[N:38]=[CH:37][CH:36]=[CH:35][C:34]=2[CH2:33][CH2:32][CH2:31]1)=O)(C)(C)C.[BH-](OC(C)=O)(OC(C)=O)OC(C)=O.[Na+], predict the reaction product. (4) Given the reactants [C:1]([O:6][C:7]1[CH:16]=[C:15]2[C:10]([CH:11]=[C:12]([C:18]([NH:20][CH2:21][C:22]([O:24]CC3C=CC=CC=3)=[O:23])=[O:19])[C:13](=[O:17])[O:14]2)=[CH:9][C:8]=1[Cl:32])(=[O:5])[CH2:2][CH2:3][CH3:4].C(O)(=O)C.[H][H], predict the reaction product. The product is: [C:1]([O:6][C:7]1[CH:16]=[C:15]2[C:10]([CH:11]=[C:12]([C:18]([NH:20][CH2:21][C:22]([OH:24])=[O:23])=[O:19])[C:13](=[O:17])[O:14]2)=[CH:9][C:8]=1[Cl:32])(=[O:5])[CH2:2][CH2:3][CH3:4]. (5) The product is: [ClH:51].[ClH:51].[F:1][C:2]1[C:10]2[N:9]=[C:8]([C:11]([N:13]([CH2:35][CH:36]([CH3:37])[CH3:38])[C@H:14]3[CH2:19][C@@H:18]([C:20]([N:22]4[CH2:27][CH2:26][O:25][CH2:24][CH2:23]4)=[O:21])[CH2:17][NH:16][CH2:15]3)=[O:12])[N:7]([CH2:39][CH2:40][CH2:41][CH2:42][O:43][CH3:44])[C:6]=2[CH:5]=[CH:4][CH:3]=1. Given the reactants [F:1][C:2]1[C:10]2[N:9]=[C:8]([C:11]([N:13]([CH2:35][CH:36]([CH3:38])[CH3:37])[C@H:14]3[CH2:19][C@@H:18]([C:20]([N:22]4[CH2:27][CH2:26][O:25][CH2:24][CH2:23]4)=[O:21])[CH2:17][N:16](C(OC(C)(C)C)=O)[CH2:15]3)=[O:12])[N:7]([CH2:39][CH2:40][CH2:41][CH2:42][O:43][CH3:44])[C:6]=2[CH:5]=[CH:4][CH:3]=1.C(OCC)(=O)C.[ClH:51], predict the reaction product. (6) Given the reactants O[CH:2]=[C:3]1[C:11]2[C:6](=[CH:7][CH:8]=[C:9]([C:12]([C:14]3[CH:15]=[C:16]([NH:20][C:21]([C:23]4[N:24]([CH2:29][CH3:30])[N:25]=[C:26]([CH3:28])[CH:27]=4)=[O:22])[CH:17]=[CH:18][CH:19]=3)=[O:13])[CH:10]=2)[NH:5][C:4]1=[O:31].[NH2:32][C:33]1[CH:34]=[CH:35][C:36](OC)=[C:37]([OH:39])[CH:38]=1.[CH2:42]1COCC1, predict the reaction product. The product is: [OH:39][C:37]1[CH:38]=[C:33]([NH:32][CH:2]=[C:3]2[C:11]3[C:6](=[CH:7][CH:8]=[C:9]([C:12]([C:14]4[CH:15]=[C:16]([NH:20][C:21]([C:23]5[N:24]([CH2:29][CH3:30])[N:25]=[C:26]([CH3:28])[CH:27]=5)=[O:22])[CH:17]=[CH:18][CH:19]=4)=[O:13])[CH:10]=3)[NH:5][C:4]2=[O:31])[CH:34]=[CH:35][C:36]=1[CH3:42]. (7) Given the reactants [Br:1][C:2]1[C:3]([C:8]([NH:10][OH:11])=[NH:9])=[N:4][CH:5]=[CH:6][CH:7]=1.[CH3:12][O:13][C:14]1[CH:22]=[CH:21][CH:20]=[C:16]([C:17](O)=O)[C:15]=1[OH:23], predict the reaction product. The product is: [Br:1][C:2]1[C:3]([C:8]2[N:9]=[C:17]([C:16]3[CH:20]=[CH:21][CH:22]=[C:14]([O:13][CH3:12])[C:15]=3[OH:23])[O:11][N:10]=2)=[N:4][CH:5]=[CH:6][CH:7]=1.